This data is from Reaction yield outcomes from USPTO patents with 853,638 reactions. The task is: Predict the reaction yield, written as a fraction of the theoretical maximum amount of product (1.0 means a 100% yield; for example, 0.34 means a 34% yield). (1) The reactants are [C:1]([CH2:3][CH2:4][C:5]1[CH:10]=[CH:9][C:8]([C:11]2[CH:16]=[CH:15][C:14](OS(C(F)(F)F)(=O)=O)=[C:13]([CH2:25][C:26]3[C:35]4[C:30](=[CH:31][CH:32]=[CH:33][CH:34]=4)[CH:29]=[CH:28][CH:27]=3)[CH:12]=2)=[C:7]([CH2:36][CH:37]([CH3:39])[CH3:38])[CH:6]=1)#[N:2].[CH2:40]([C:44]1[CH:45]=[C:46](B2OC(C)(C)C(C)(C)O2)[CH:47]=[CH:48][C:49]=1[O:50][CH3:51])[CH:41]([CH3:43])[CH3:42].C([O-])([O-])=O.[Na+].[Na+].C(Cl)Cl. The catalyst is COCCOC.CCO.C1C=CC([P]([Pd]([P](C2C=CC=CC=2)(C2C=CC=CC=2)C2C=CC=CC=2)([P](C2C=CC=CC=2)(C2C=CC=CC=2)C2C=CC=CC=2)[P](C2C=CC=CC=2)(C2C=CC=CC=2)C2C=CC=CC=2)(C2C=CC=CC=2)C2C=CC=CC=2)=CC=1. The product is [CH2:40]([C:44]1[CH:45]=[C:46]([C:14]2[CH:15]=[CH:16][C:11]([C:8]3[CH:9]=[CH:10][C:5]([CH2:4][CH2:3][C:1]#[N:2])=[CH:6][C:7]=3[CH2:36][CH:37]([CH3:38])[CH3:39])=[CH:12][C:13]=2[CH2:25][C:26]2[C:35]3[C:30](=[CH:31][CH:32]=[CH:33][CH:34]=3)[CH:29]=[CH:28][CH:27]=2)[CH:47]=[CH:48][C:49]=1[O:50][CH3:51])[CH:41]([CH3:42])[CH3:43]. The yield is 0.942. (2) The reactants are [C:1]([C:5]1[CH:10]=[CH:9][C:8]([N+:11]([O-:13])=[O:12])=[CH:7][C:6]=1N)([CH3:4])([CH3:3])[CH3:2].N([O-])=O.[Na+].[O-:19][S:20]([O-:22])=O.[Na+].[Na+].[ClH:25]. The product is [C:1]([C:5]1[CH:10]=[CH:9][C:8]([N+:11]([O-:13])=[O:12])=[CH:7][C:6]=1[S:20]([Cl:25])(=[O:22])=[O:19])([CH3:4])([CH3:3])[CH3:2]. The catalyst is O.[O-]S([O-])(=O)=O.[Cu+2]. The yield is 0.170. (3) The reactants are [CH3:1][C:2]1([CH3:9])[O:6][CH:5]([CH2:7][OH:8])[CH2:4][O:3]1.[H-].[Na+].Br[C:13]1[N:18]=[C:17]([C:19]([OH:21])=[O:20])[CH:16]=[CH:15][CH:14]=1.O. The catalyst is C1COCC1. The product is [CH3:1][C:2]1([CH3:9])[O:6][CH:5]([CH2:7][O:8][C:13]2[N:18]=[C:17]([C:19]([OH:21])=[O:20])[CH:16]=[CH:15][CH:14]=2)[CH2:4][O:3]1. The yield is 0.660. (4) The reactants are B.[Cl:2][C:3]1[CH:11]=[C:10]([C:12]([F:15])([F:14])[F:13])[CH:9]=[CH:8][C:4]=1[C:5](O)=[O:6].Cl. The catalyst is O1CCCC1. The product is [Cl:2][C:3]1[CH:11]=[C:10]([C:12]([F:13])([F:14])[F:15])[CH:9]=[CH:8][C:4]=1[CH2:5][OH:6]. The yield is 0.960. (5) The reactants are [CH2:1]([C:8]1[N:9]=[C:10](Cl)[C:11]2[C:19]3[C:14](=[CH:15][C:16]([C:20]([O:22][CH3:23])=[O:21])=[CH:17][CH:18]=3)[NH:13][C:12]=2[N:24]=1)[C:2]1[CH:7]=[CH:6][CH:5]=[CH:4][CH:3]=1.[NH2:26][CH2:27][CH2:28][CH2:29][N:30]([CH3:35])[CH2:31][CH2:32][CH2:33][NH2:34].CO. No catalyst specified. The product is [NH2:26][CH2:27][CH2:28][CH2:29][N:30]([CH3:35])[CH2:31][CH2:32][CH2:33][NH:34][C:10]1[C:11]2[C:19]3[C:14](=[CH:15][C:16]([C:20]([O:22][CH3:23])=[O:21])=[CH:17][CH:18]=3)[NH:13][C:12]=2[N:24]=[C:8]([CH2:1][C:2]2[CH:7]=[CH:6][CH:5]=[CH:4][CH:3]=2)[N:9]=1. The yield is 0.672. (6) The reactants are [CH3:1][C:2]1([CH3:28])[CH2:7][CH2:6][N:5]([C:8]2[C:9]3[N:10]([N:21]=[C:22]([C:24]([O:26][CH3:27])=[O:25])[CH:23]=3)[CH:11]=[C:12]([CH3:20])[C:13]=2[C@H:14]([OH:19])[C:15]([O:17][CH3:18])=[O:16])[CH2:4][CH2:3]1.[N-](S(C(F)(F)F)(=O)=O)S(C(F)(F)F)(=O)=O.ClC(Cl)(Cl)C(=N)O[C:48]([CH3:51])([CH3:50])[CH3:49]. The catalyst is FC1C=CC=CC=1.C(Cl)Cl. The product is [C:48]([O:19][C@@H:14]([C:13]1[C:12]([CH3:20])=[CH:11][N:10]2[N:21]=[C:22]([C:24]([O:26][CH3:27])=[O:25])[CH:23]=[C:9]2[C:8]=1[N:5]1[CH2:6][CH2:7][C:2]([CH3:28])([CH3:1])[CH2:3][CH2:4]1)[C:15]([O:17][CH3:18])=[O:16])([CH3:51])([CH3:50])[CH3:49]. The yield is 0.820.